From a dataset of Reaction yield outcomes from USPTO patents with 853,638 reactions. Predict the reaction yield, written as a fraction of the theoretical maximum amount of product (1.0 means a 100% yield; for example, 0.34 means a 34% yield). The reactants are [CH3:1][O:2][C:3]1[CH:8]=[CH:7][C:6]([C:9]2[C:18]([C:19]3[CH:24]=[CH:23][C:22]([O:25][CH3:26])=[CH:21][CH:20]=3)=[N:17][C:16]3[C:11](=[CH:12][CH:13]=[C:14]([S:27](O)(=[O:29])=[O:28])[CH:15]=3)[N:10]=2)=[CH:5][CH:4]=1.CN.Cl.C[CH2:35][N:36](C(C)C)C(C)C. The catalyst is S(Cl)(Cl)=O.C(Cl)Cl. The product is [CH3:1][O:2][C:3]1[CH:4]=[CH:5][C:6]([C:9]2[C:18]([C:19]3[CH:24]=[CH:23][C:22]([O:25][CH3:26])=[CH:21][CH:20]=3)=[N:17][C:16]3[C:11](=[CH:12][CH:13]=[C:14]([S:27]([NH:36][CH3:35])(=[O:29])=[O:28])[CH:15]=3)[N:10]=2)=[CH:7][CH:8]=1. The yield is 0.490.